From a dataset of Catalyst prediction with 721,799 reactions and 888 catalyst types from USPTO. Predict which catalyst facilitates the given reaction. (1) Reactant: Cl.[N+:2]([C:5]1[CH:12]=[C:11](Cl)[CH:10]=[CH:9][C:6]=1[CH2:7][NH2:8])([O-])=O.CC[N:16]([CH:20](C)C)C(C)C.[NH4+].[Cl-].C1C[O:28][CH2:27]C1. Product: [O:28]=[C:27]1[NH:8][CH2:7][C:6]2[C:5](=[CH:12][C:11]([C:20]#[N:16])=[CH:10][CH:9]=2)[NH:2]1. The catalyst class is: 284. (2) Reactant: C([O:3][C:4]([C:6]1[C:11]([O:12][CH2:13][CH3:14])=[CH:10][C:9]([O:15][CH2:16][CH3:17])=[CH:8][N:7]=1)=O)C.CC(C[AlH]CC(C)C)C. Product: [CH2:13]([O:12][C:11]1[C:6]([CH2:4][OH:3])=[N:7][CH:8]=[C:9]([O:15][CH2:16][CH3:17])[CH:10]=1)[CH3:14]. The catalyst class is: 168. (3) Reactant: [H-].COCCO[Al+]O[CH2:9][CH2:10][O:11]C.[Na+].[H-].[C:15]1([CH3:21])[CH:20]=[CH:19][CH:18]=[CH:17][CH:16]=1.C(COC)[O:23]C. Product: [C:15]1([C@H:21]([OH:23])[CH2:9][CH2:10][OH:11])[CH:20]=[CH:19][CH:18]=[CH:17][CH:16]=1. The catalyst class is: 28. (4) Reactant: F[P-](F)(F)(F)(F)F.N1(OC(N(C)C)=[N+](C)C)C2N=CC=CC=2N=N1.[N:25]1[CH:30]=[CH:29][C:28]([C:31]2[C:39]3[C:34](=[CH:35][CH:36]=[C:37]([C:40](O)=[O:41])[CH:38]=3)[N:33]([C:43]([C:56]3[CH:61]=[CH:60][CH:59]=[CH:58][CH:57]=3)([C:50]3[CH:55]=[CH:54][CH:53]=[CH:52][CH:51]=3)[C:44]3[CH:49]=[CH:48][CH:47]=[CH:46][CH:45]=3)[N:32]=2)=[CH:27][CH:26]=1.[NH2:62][CH:63]1[CH2:68][CH:67]([C:69]2[CH:74]=[CH:73][CH:72]=[CH:71][CH:70]=2)[CH2:66][N:65]([C:75]([O:77][C:78]([CH3:81])([CH3:80])[CH3:79])=[O:76])[CH2:64]1.C(N(C(C)C)CC)(C)C. Product: [C:69]1([CH:67]2[CH2:68][CH:63]([NH:62][C:40]([C:37]3[CH:38]=[C:39]4[C:34](=[CH:35][CH:36]=3)[N:33]([C:43]([C:44]3[CH:45]=[CH:46][CH:47]=[CH:48][CH:49]=3)([C:50]3[CH:55]=[CH:54][CH:53]=[CH:52][CH:51]=3)[C:56]3[CH:57]=[CH:58][CH:59]=[CH:60][CH:61]=3)[N:32]=[C:31]4[C:28]3[CH:27]=[CH:26][N:25]=[CH:30][CH:29]=3)=[O:41])[CH2:64][N:65]([C:75]([O:77][C:78]([CH3:81])([CH3:80])[CH3:79])=[O:76])[CH2:66]2)[CH:74]=[CH:73][CH:72]=[CH:71][CH:70]=1. The catalyst class is: 3. (5) Reactant: [O:1]1[CH:5]=[CH:4][CH:3]=[C:2]1[C:6]1[CH:30]=[CH:29][C:9]2[C:10]3[CH:16]=[C:15]([S:17]([NH:20][C@H:21]([CH:26]([CH3:28])[CH3:27])[C:22]([O:24][CH3:25])=[O:23])(=[O:19])=[O:18])[CH:14]=[CH:13][C:11]=3[O:12][C:8]=2[CH:7]=1.[Cl:31]N1C(=O)CCC1=O.C(O)(C(F)(F)F)=O.CS(C)=O. Product: [Cl:31][C:5]1[O:1][C:2]([C:6]2[CH:30]=[CH:29][C:9]3[C:10]4[CH:16]=[C:15]([S:17]([NH:20][C@H:21]([CH:26]([CH3:28])[CH3:27])[C:22]([O:24][CH3:25])=[O:23])(=[O:18])=[O:19])[CH:14]=[CH:13][C:11]=4[O:12][C:8]=3[CH:7]=2)=[CH:3][CH:4]=1. The catalyst class is: 448. (6) Reactant: O[CH2:2][C:3]1[N:8]=[C:7]([C:9]#[N:10])[C:6]([CH3:11])=[CH:5][CH:4]=1.S(Cl)([Cl:14])=O. Product: [Cl:14][CH2:2][C:3]1[N:8]=[C:7]([C:9]#[N:10])[C:6]([CH3:11])=[CH:5][CH:4]=1. The catalyst class is: 4.